The task is: Predict which catalyst facilitates the given reaction.. This data is from Catalyst prediction with 721,799 reactions and 888 catalyst types from USPTO. (1) The catalyst class is: 3. Product: [CH:46]1([CH2:49][C:50]([N:29]2[CH2:28][CH2:27][N:26]([C:23]3[CH:24]=[CH:25][C:20]([C:17]4[CH:18]=[C:19]5[C:11]([C:9]6[CH:8]=[N:7][N:6]([CH2:5][C:4]7[CH:42]=[CH:43][CH:44]=[C:2]([F:1])[CH:3]=7)[CH:10]=6)=[CH:12][N:13]([S:32]([C:35]6[CH:41]=[CH:40][C:38]([CH3:39])=[CH:37][CH:36]=6)(=[O:33])=[O:34])[C:14]5=[N:15][CH:16]=4)=[CH:21][CH:22]=3)[CH2:31][CH2:30]2)=[O:51])[CH2:48][CH2:47]1. Reactant: [F:1][C:2]1[CH:3]=[C:4]([CH:42]=[CH:43][CH:44]=1)[CH2:5][N:6]1[CH:10]=[C:9]([C:11]2[C:19]3[C:14](=[N:15][CH:16]=[C:17]([C:20]4[CH:25]=[CH:24][C:23]([N:26]5[CH2:31][CH2:30][NH:29][CH2:28][CH2:27]5)=[CH:22][CH:21]=4)[CH:18]=3)[N:13]([S:32]([C:35]3[CH:41]=[CH:40][C:38]([CH3:39])=[CH:37][CH:36]=3)(=[O:34])=[O:33])[CH:12]=2)[CH:8]=[N:7]1.Cl.[CH:46]1([CH2:49][C:50](O)=[O:51])[CH2:48][CH2:47]1.CN(C(ON1N=NC2C=CC=NC1=2)=[N+](C)C)C.F[P-](F)(F)(F)(F)F.C1C=CC2N(O)N=NC=2C=1.CCN(C(C)C)C(C)C. (2) Reactant: [CH:1]12[CH2:7][CH:4]([CH2:5][CH2:6]1)[CH:3]=[CH:2]2.[CH2:8]([O:12][CH2:13][CH2:14][CH:15]=[CH2:16])[CH2:9][CH2:10][CH3:11]. Product: [CH2:8]([O:12][CH2:13][CH2:14]/[CH:15]=[CH:16]\[CH:1]1[CH2:6][CH2:5][CH:4]([CH:3]=[CH2:2])[CH2:7]1)[CH2:9][CH2:10][CH3:11]. The catalyst class is: 4. (3) Reactant: [Cl:1][C:2]1[C:3]([NH:21][CH3:22])=[N:4][C:5]([NH:8][C:9]2[CH:18]=[CH:17][C:12]([C:13]([NH:15][CH3:16])=O)=[CH:11][C:10]=2[O:19][CH3:20])=[N:6][CH:7]=1.N1C=CC=CC=1P(C1C=CC=CC=1)C1C=CC=CC=1.N(C(OC(C)C)=O)=NC(OC(C)C)=O.C1(P([N:70]=[N+:71]=[N-:72])(C2C=CC=CC=2)=O)C=CC=CC=1. Product: [Cl:1][C:2]1[C:3]([NH:21][CH3:22])=[N:4][C:5]([NH:8][C:9]2[CH:18]=[CH:17][C:12]([C:13]3[N:15]([CH3:16])[N:72]=[N:71][N:70]=3)=[CH:11][C:10]=2[O:19][CH3:20])=[N:6][CH:7]=1. The catalyst class is: 13. (4) Reactant: [Cl:1][C:2]1[CH:7]=[CH:6][CH:5]=[C:4]([F:8])[C:3]=1[NH:9][C:10]1[NH:11][C:12]2[C:18]3[CH2:19][C:20]([CH3:23])([CH3:22])[O:21][C:17]=3[C:16]([C:24]([OH:26])=O)=[CH:15][C:13]=2[N:14]=1.S(Cl)(Cl)=O.[F:31][C:32]([F:44])([F:43])[C:33]1[CH:38]=[CH:37][C:36]([C:39]2([NH2:42])[CH2:41][CH2:40]2)=[CH:35][CH:34]=1.CCN(C(C)C)C(C)C. Product: [Cl:1][C:2]1[CH:7]=[CH:6][CH:5]=[C:4]([F:8])[C:3]=1[NH:9][C:10]1[NH:11][C:12]2[C:18]3[CH2:19][C:20]([CH3:23])([CH3:22])[O:21][C:17]=3[C:16]([C:24]([NH:42][C:39]3([C:36]4[CH:37]=[CH:38][C:33]([C:32]([F:31])([F:43])[F:44])=[CH:34][CH:35]=4)[CH2:41][CH2:40]3)=[O:26])=[CH:15][C:13]=2[N:14]=1. The catalyst class is: 1.